From a dataset of NCI-60 drug combinations with 297,098 pairs across 59 cell lines. Regression. Given two drug SMILES strings and cell line genomic features, predict the synergy score measuring deviation from expected non-interaction effect. (1) Drug 1: C1CCC(CC1)NC(=O)N(CCCl)N=O. Drug 2: CC1C(C(=O)NC(C(=O)N2CCCC2C(=O)N(CC(=O)N(C(C(=O)O1)C(C)C)C)C)C(C)C)NC(=O)C3=C4C(=C(C=C3)C)OC5=C(C(=O)C(=C(C5=N4)C(=O)NC6C(OC(=O)C(N(C(=O)CN(C(=O)C7CCCN7C(=O)C(NC6=O)C(C)C)C)C)C(C)C)C)N)C. Cell line: A498. Synergy scores: CSS=7.88, Synergy_ZIP=-2.55, Synergy_Bliss=2.33, Synergy_Loewe=0.353, Synergy_HSA=0.312. (2) Cell line: HOP-62. Synergy scores: CSS=22.7, Synergy_ZIP=4.53, Synergy_Bliss=7.53, Synergy_Loewe=6.04, Synergy_HSA=8.58. Drug 2: CC1=C(C(=CC=C1)Cl)NC(=O)C2=CN=C(S2)NC3=CC(=NC(=N3)C)N4CCN(CC4)CCO. Drug 1: CC1=C(C=C(C=C1)NC2=NC=CC(=N2)N(C)C3=CC4=NN(C(=C4C=C3)C)C)S(=O)(=O)N.Cl. (3) Drug 1: C1CC(=O)NC(=O)C1N2CC3=C(C2=O)C=CC=C3N. Cell line: MCF7. Synergy scores: CSS=2.19, Synergy_ZIP=-0.490, Synergy_Bliss=1.57, Synergy_Loewe=2.24, Synergy_HSA=1.68. Drug 2: C(CC(=O)O)C(=O)CN.Cl. (4) Drug 1: C1=CC(=CC=C1CC(C(=O)O)N)N(CCCl)CCCl.Cl. Drug 2: CCC1=C2CN3C(=CC4=C(C3=O)COC(=O)C4(CC)O)C2=NC5=C1C=C(C=C5)O. Cell line: UACC-257. Synergy scores: CSS=22.1, Synergy_ZIP=-2.98, Synergy_Bliss=4.65, Synergy_Loewe=-11.1, Synergy_HSA=1.45. (5) Drug 1: C1CC(=O)NC(=O)C1N2C(=O)C3=CC=CC=C3C2=O. Drug 2: CC1C(C(CC(O1)OC2CC(CC3=C2C(=C4C(=C3O)C(=O)C5=C(C4=O)C(=CC=C5)OC)O)(C(=O)CO)O)N)O.Cl. Cell line: DU-145. Synergy scores: CSS=35.9, Synergy_ZIP=4.38, Synergy_Bliss=3.07, Synergy_Loewe=-24.0, Synergy_HSA=2.95. (6) Drug 1: CS(=O)(=O)C1=CC(=C(C=C1)C(=O)NC2=CC(=C(C=C2)Cl)C3=CC=CC=N3)Cl. Drug 2: C1=CC=C(C(=C1)C(C2=CC=C(C=C2)Cl)C(Cl)Cl)Cl. Cell line: MALME-3M. Synergy scores: CSS=4.64, Synergy_ZIP=-0.486, Synergy_Bliss=5.82, Synergy_Loewe=2.42, Synergy_HSA=3.83. (7) Drug 1: C1=CC(=C2C(=C1NCCNCCO)C(=O)C3=C(C=CC(=C3C2=O)O)O)NCCNCCO. Drug 2: CCN(CC)CCCC(C)NC1=C2C=C(C=CC2=NC3=C1C=CC(=C3)Cl)OC. Cell line: UACC-257. Synergy scores: CSS=20.9, Synergy_ZIP=2.03, Synergy_Bliss=5.69, Synergy_Loewe=2.37, Synergy_HSA=5.33. (8) Drug 1: C1=NC(=NC(=O)N1C2C(C(C(O2)CO)O)O)N. Drug 2: C#CCC(CC1=CN=C2C(=N1)C(=NC(=N2)N)N)C3=CC=C(C=C3)C(=O)NC(CCC(=O)O)C(=O)O. Cell line: MALME-3M. Synergy scores: CSS=11.2, Synergy_ZIP=-3.61, Synergy_Bliss=-0.793, Synergy_Loewe=2.14, Synergy_HSA=2.40. (9) Drug 1: CC1=C2C(C(=O)C3(C(CC4C(C3C(C(C2(C)C)(CC1OC(=O)C(C(C5=CC=CC=C5)NC(=O)OC(C)(C)C)O)O)OC(=O)C6=CC=CC=C6)(CO4)OC(=O)C)OC)C)OC. Drug 2: C1C(C(OC1N2C=NC3=C(N=C(N=C32)Cl)N)CO)O. Cell line: MDA-MB-231. Synergy scores: CSS=41.7, Synergy_ZIP=-3.36, Synergy_Bliss=-2.59, Synergy_Loewe=-7.67, Synergy_HSA=0.132. (10) Drug 1: CN1CCC(CC1)COC2=C(C=C3C(=C2)N=CN=C3NC4=C(C=C(C=C4)Br)F)OC. Drug 2: C1=NC2=C(N1)C(=S)N=CN2. Cell line: HCC-2998. Synergy scores: CSS=0.894, Synergy_ZIP=-10.4, Synergy_Bliss=-20.5, Synergy_Loewe=-29.6, Synergy_HSA=-19.6.